This data is from Forward reaction prediction with 1.9M reactions from USPTO patents (1976-2016). The task is: Predict the product of the given reaction. (1) The product is: [C:1]1([C:7]2[CH2:8][CH:9]([C:1]3[CH:6]=[CH:5][N:15]=[CH:3][CH:2]=3)[C:10](=[O:13])[NH:11][N:12]=2)[CH:2]=[CH:3][CH:4]=[CH:5][CH:6]=1. Given the reactants [C:1]1([C:7]2[CH:8]=[CH:9][C:10](=[O:13])[NH:11][N:12]=2)[CH:6]=[CH:5][CH:4]=[CH:3][CH:2]=1.[Cl-].[NH4+:15], predict the reaction product. (2) Given the reactants [CH3:1][O:2][CH2:3][CH:4]1[O:8][C:7](=[O:9])[NH:6][CH2:5]1.I[C:11]1[CH:21]=[CH:20][C:14]([C:15]([O:17][CH2:18][CH3:19])=[O:16])=[CH:13][CH:12]=1.C(=O)([O-])[O-].[K+].[K+].CNCCNC, predict the reaction product. The product is: [CH3:1][O:2][CH2:3][C:4]1[O:8][C:7](=[O:9])[N:6]([C:11]2[CH:21]=[CH:20][C:14]([C:15]([O:17][CH2:18][CH3:19])=[O:16])=[CH:13][CH:12]=2)[CH:5]=1. (3) Given the reactants Br[C:2]1[CH:7]=[CH:6][N:5]2[N:8]=[C:9]([C:11]3[CH:16]=[CH:15][C:14]([F:17])=[CH:13][CH:12]=3)[CH:10]=[C:4]2[CH:3]=1.[CH:18]([C:20]1[CH:25]=[CH:24][CH:23]=[CH:22][C:21]=1B(O)O)=[O:19].C(=O)([O-])[O-].[Cs+].[Cs+].O1CCCC1, predict the reaction product. The product is: [F:17][C:14]1[CH:15]=[CH:16][C:11]([C:9]2[CH:10]=[C:4]3[CH:3]=[C:2]([C:21]4[CH:22]=[CH:23][CH:24]=[CH:25][C:20]=4[CH:18]=[O:19])[CH:7]=[CH:6][N:5]3[N:8]=2)=[CH:12][CH:13]=1. (4) Given the reactants [O:1]1[CH2:6][CH2:5][CH2:4][CH2:3][CH:2]1[N:7]1[C:15]2[C:10](=[CH:11][C:12]([C:16]3[N:20]=[CH:19][N:18]([C:21]([C:34]4[CH:39]=[CH:38][CH:37]=[CH:36][CH:35]=4)([C:28]4[CH:33]=[CH:32][CH:31]=[CH:30][CH:29]=4)[C:22]4[CH:27]=[CH:26][CH:25]=[CH:24][CH:23]=4)[N:17]=3)=[CH:13][CH:14]=2)[C:9]([C:40]2[CH:41]=[C:42]([NH2:46])[CH:43]=[CH:44][CH:45]=2)=[N:8]1.Cl.[C:48](Cl)(=[O:55])[C:49]1[CH:54]=[CH:53][CH:52]=[N:51][CH:50]=1.C(N(CC)CC)C.CN(C)C=O, predict the reaction product. The product is: [O:1]1[CH2:6][CH2:5][CH2:4][CH2:3][CH:2]1[N:7]1[C:15]2[C:10](=[CH:11][C:12]([C:16]3[N:20]=[CH:19][N:18]([C:21]([C:28]4[CH:33]=[CH:32][CH:31]=[CH:30][CH:29]=4)([C:22]4[CH:27]=[CH:26][CH:25]=[CH:24][CH:23]=4)[C:34]4[CH:35]=[CH:36][CH:37]=[CH:38][CH:39]=4)[N:17]=3)=[CH:13][CH:14]=2)[C:9]([C:40]2[CH:41]=[C:42]([NH:46][C:48]([C:49]3[CH:50]=[N:51][CH:52]=[CH:53][CH:54]=3)=[O:55])[CH:43]=[CH:44][CH:45]=2)=[N:8]1.